Dataset: Forward reaction prediction with 1.9M reactions from USPTO patents (1976-2016). Task: Predict the product of the given reaction. Given the reactants [CH3:1][O:2][C:3](=[O:10])[CH2:4][CH2:5][CH2:6][C:7](O)=[O:8], predict the reaction product. The product is: [OH:8][CH2:7][CH2:6][CH2:5][CH2:4][C:3]([O:2][CH3:1])=[O:10].